This data is from Forward reaction prediction with 1.9M reactions from USPTO patents (1976-2016). The task is: Predict the product of the given reaction. (1) Given the reactants N[C:2]1[CH:3]=[CH:4][C:5]([CH3:12])=[C:6]([CH:11]=1)[C:7]([O:9][CH3:10])=[O:8].Cl.N([O-])=O.[Na+].C([O-])(O)=O.[Na+].[C-]#N.[K+].[C:26]([Cu])#[N:27], predict the reaction product. The product is: [C:26]([C:2]1[CH:3]=[CH:4][C:5]([CH3:12])=[C:6]([CH:11]=1)[C:7]([O:9][CH3:10])=[O:8])#[N:27]. (2) The product is: [CH3:33][C:34]1[CH:39]=[C:38]([NH:40][CH2:41][CH2:42][CH2:43][NH:16][C:11](=[O:45])/[CH:12]=[CH:13]/[CH2:14][CH2:15][CH3:10])[CH:37]=[CH:36][N:35]=1. Given the reactants CN(C(ON1N=[N:16][C:11]2[CH:12]=[CH:13][CH:14]=[CH:15][C:10]1=2)=[N+](C)C)C.F[P-](F)(F)(F)(F)F.C(N(CC)CC)C.Cl.[CH3:33][C:34]1[CH:39]=[C:38]([NH:40][CH2:41][CH2:42][CH2:43]N)[CH:37]=[CH:36][N:35]=1.[O-2:45].[Al+3].[O-2].[O-2].[Al+3], predict the reaction product. (3) The product is: [C:1]1([CH2:7][CH2:8][CH2:9][CH:10]2[C:14]3[NH:15][C:16]([C:18]([OH:20])=[O:19])=[CH:17][C:13]=3[CH2:12][CH2:11]2)[CH:6]=[CH:5][CH:4]=[CH:3][CH:2]=1. Given the reactants [C:1]1([CH2:7][CH2:8][CH2:9][CH:10]2[C:14]3[NH:15][C:16]([C:18]([O:20]CC)=[O:19])=[CH:17][C:13]=3[CH2:12][CH2:11]2)[CH:6]=[CH:5][CH:4]=[CH:3][CH:2]=1.[OH-].[Na+], predict the reaction product. (4) Given the reactants [CH3:1][O:2][C:3](=[O:27])[CH:4]([C:8](=[O:26])[NH:9][C:10]1[CH:15]=[CH:14][C:13]([C:16]#[C:17][C:18]2[CH:23]=[CH:22][C:21]([CH:24]=O)=[CH:20][CH:19]=2)=[CH:12][CH:11]=1)[CH:5]([CH3:7])[CH3:6].CC(O)=O.[NH:32]1[CH2:37][CH2:36][O:35][CH2:34][CH2:33]1.C(O[BH-](OC(=O)C)OC(=O)C)(=O)C.[Na+], predict the reaction product. The product is: [CH3:1][O:2][C:3](=[O:27])[CH:4]([C:8](=[O:26])[NH:9][C:10]1[CH:15]=[CH:14][C:13]([C:16]#[C:17][C:18]2[CH:19]=[CH:20][C:21]([CH2:24][N:32]3[CH2:37][CH2:36][O:35][CH2:34][CH2:33]3)=[CH:22][CH:23]=2)=[CH:12][CH:11]=1)[CH:5]([CH3:7])[CH3:6]. (5) Given the reactants [H-].[Na+].[N:3]1([CH2:8][CH2:9][O:10][CH2:11][C:12]2[CH:17]=[CH:16][C:15]([OH:18])=[CH:14][CH:13]=2)[CH:7]=[CH:6][N:5]=[N:4]1.Cl[CH2:20][C:21]1[N:22]=[C:23]([CH:26]=[CH:27][C:28]2[CH:33]=[CH:32][C:31]([S:34]([F:39])([F:38])([F:37])([F:36])[F:35])=[CH:30][CH:29]=2)[O:24][CH:25]=1.O, predict the reaction product. The product is: [F:37][S:34]([F:35])([F:36])([F:38])([F:39])[C:31]1[CH:32]=[CH:33][C:28](/[CH:27]=[CH:26]/[C:23]2[O:24][CH:25]=[C:21]([CH2:20][O:18][C:15]3[CH:14]=[CH:13][C:12]([CH2:11][O:10][CH2:9][CH2:8][N:3]4[CH:7]=[CH:6][N:5]=[N:4]4)=[CH:17][CH:16]=3)[N:22]=2)=[CH:29][CH:30]=1. (6) Given the reactants Cl.[N:2]1([C:7]2[CH:8]=[C:9]([CH:13]=[CH:14][N:15]=2)[C:10](Cl)=[O:11])[CH:6]=[CH:5][N:4]=[CH:3]1.[K+].[C:17]([O:23][C:24]([CH3:27])([CH3:26])[CH3:25])(=[O:22])[CH2:18]C([O-])=O.CCN(CC)CC.[Mg+2].[Cl-].[Cl-], predict the reaction product. The product is: [C:24]([O:23][C:17](=[O:22])[CH2:18][C:10]([C:9]1[CH:13]=[CH:14][N:15]=[C:7]([N:2]2[CH:6]=[CH:5][N:4]=[CH:3]2)[CH:8]=1)=[O:11])([CH3:27])([CH3:26])[CH3:25].